Dataset: Reaction yield outcomes from USPTO patents with 853,638 reactions. Task: Predict the reaction yield, written as a fraction of the theoretical maximum amount of product (1.0 means a 100% yield; for example, 0.34 means a 34% yield). (1) The product is [C:26]([CH:10]1[C:11]2[C:6](=[C:5]([O:4][CH:1]([CH3:3])[CH3:2])[CH:14]=[CH:13][CH:12]=2)[CH2:7][CH2:8][C:9]1([NH2:18])[C:15]([OH:17])=[O:16])([O:27][CH2:28][CH:29]1[C:30]2[C:35](=[CH:34][CH:33]=[CH:32][CH:31]=2)[C:36]2[C:41]1=[CH:40][CH:39]=[CH:38][CH:37]=2)=[O:42]. The yield is 0.180. The catalyst is C(#N)C.O. The reactants are [CH:1]([O:4][C:5]1[CH:14]=[CH:13][CH:12]=[C:11]2[C:6]=1[CH2:7][CH2:8][C:9]([NH2:18])([C:15]([OH:17])=[O:16])[CH2:10]2)([CH3:3])[CH3:2].C(N(CC)CC)C.[C:26](=O)([O:42]N1C(=O)CCC1=O)[O:27][CH2:28][CH:29]1[C:41]2[CH:40]=[CH:39][CH:38]=[CH:37][C:36]=2[C:35]2[C:30]1=[CH:31][CH:32]=[CH:33][CH:34]=2. (2) The reactants are [F:1][CH:2]([F:23])[O:3][C:4]1[CH:9]=[CH:8][C:7]([C:10]2[CH:18]=[CH:17][CH:16]=[C:15]3[C:11]=2[CH2:12][CH2:13][C:14]3=[O:19])=[C:6]([OH:20])[C:5]=1[O:21][CH3:22].C(=O)([O-])[O-].[K+].[K+].Br[CH2:31][C:32]1([CH2:36][O:37][CH3:38])[CH2:35][O:34][CH2:33]1. The catalyst is C(#N)C. The product is [F:1][CH:2]([F:23])[O:3][C:4]1[CH:9]=[CH:8][C:7]([C:10]2[CH:18]=[CH:17][CH:16]=[C:15]3[C:11]=2[CH2:12][CH2:13][C:14]3=[O:19])=[C:6]([O:20][CH2:31][C:32]2([CH2:36][O:37][CH3:38])[CH2:35][O:34][CH2:33]2)[C:5]=1[O:21][CH3:22]. The yield is 0.230. (3) The reactants are [C:1]([O:5][C:6]([N:8]1[CH2:12][C:11](=[O:13])[CH:10]([S:14]([C:17]2[CH:22]=[CH:21][C:20]([O:23][CH2:24][C:25]3[CH:30]=[CH:29][CH:28]=[CH:27][CH:26]=3)=[CH:19][CH:18]=2)(=[O:16])=[O:15])[CH2:9]1)=[O:7])([CH3:4])([CH3:3])[CH3:2].[BH4-].[Na+].Cl. The product is [C:1]([O:5][C:6]([N:8]1[CH2:12][CH:11]([OH:13])[CH:10]([S:14]([C:17]2[CH:22]=[CH:21][C:20]([O:23][CH2:24][C:25]3[CH:30]=[CH:29][CH:28]=[CH:27][CH:26]=3)=[CH:19][CH:18]=2)(=[O:16])=[O:15])[CH2:9]1)=[O:7])([CH3:4])([CH3:2])[CH3:3]. The catalyst is CO. The yield is 0.920. (4) The reactants are [NH:1]=[C:2]1[N:6]([CH:7]([CH2:13][CH3:14])[C:8]([O:10]CC)=[O:9])[C:5]2[CH:15]=[CH:16][CH:17]=[CH:18][C:4]=2[S:3]1.[CH2:19]([C:23]1[CH:31]=[CH:30][C:26]([C:27](Cl)=[O:28])=[CH:25][CH:24]=1)[CH2:20][CH2:21][CH3:22].N=C1N(C(C)C(OCC)=O)C2C=CC=CC=2S1.FC1C=C(C=CC=1)C(Cl)=O. No catalyst specified. The product is [CH2:19]([C:23]1[CH:24]=[CH:25][C:26]([C:27]([N:1]=[C:2]2[N:6]([CH:7]([CH2:13][CH3:14])[C:8]([OH:10])=[O:9])[C:5]3[CH:15]=[CH:16][CH:17]=[CH:18][C:4]=3[S:3]2)=[O:28])=[CH:30][CH:31]=1)[CH2:20][CH2:21][CH3:22]. The yield is 0.810.